This data is from Full USPTO retrosynthesis dataset with 1.9M reactions from patents (1976-2016). The task is: Predict the reactants needed to synthesize the given product. Given the product [CH:3]([C:6]1[C:7]([O:39][CH2:40][O:41][CH3:42])=[CH:8][C:9]([O:35][CH2:36][O:37][CH3:38])=[C:10]([C:12]2[N:16]([C:17]3[CH:22]=[CH:21][C:20]([CH2:23][N:24]4[CH2:29][CH2:28][N:27]([CH3:30])[CH2:26][CH2:25]4)=[CH:19][CH:18]=3)[C:15](=[O:1])[NH:14][N:13]=2)[CH:11]=1)([CH3:5])[CH3:4], predict the reactants needed to synthesize it. The reactants are: [OH-:1].[Na+].[CH:3]([C:6]1[C:7]([O:39][CH2:40][O:41][CH3:42])=[CH:8][C:9]([O:35][CH2:36][O:37][CH3:38])=[C:10]([C:12]2[N:16]([C:17]3[CH:22]=[CH:21][C:20]([CH2:23][N:24]4[CH2:29][CH2:28][N:27]([CH3:30])[CH2:26][CH2:25]4)=[CH:19][CH:18]=3)[C:15](S(C)(=O)=O)=[N:14][N:13]=2)[CH:11]=1)([CH3:5])[CH3:4].